Predict which catalyst facilitates the given reaction. From a dataset of Catalyst prediction with 721,799 reactions and 888 catalyst types from USPTO. (1) Reactant: [Cl:1][C:2]1[C:3]([CH:8]([CH3:11])[CH:9]=O)=[N:4][CH:5]=[CH:6][CH:7]=1.[OH-].[K+].[CH:14]([C:16]([CH3:18])=[O:17])=[CH2:15]. Product: [Cl:1][C:2]1[C:3]([C:8]2([CH3:11])[CH2:15][CH2:14][C:16](=[O:17])[CH:18]=[CH:9]2)=[N:4][CH:5]=[CH:6][CH:7]=1. The catalyst class is: 27. (2) Reactant: [CH2:1]([O:3][C:4](=[O:48])[C:5]([CH3:47])([CH3:46])[CH2:6][C:7]1[N:8]([CH2:30][C:31]2[CH:36]=[CH:35][C:34](B3OC(C)(C)C(C)(C)O3)=[CH:33][CH:32]=2)[C:9]2[C:14]([C:15]=1[S:16][C:17]([CH3:20])([CH3:19])[CH3:18])=[CH:13][C:12]([O:21][CH2:22][C:23]1[CH:28]=[CH:27][C:26]([CH3:29])=[CH:25][N:24]=1)=[CH:11][CH:10]=2)[CH3:2].Cl[C:50]1[CH:55]=[CH:54][C:53]([CH2:56][OH:57])=[CH:52][N:51]=1.C(=O)([O-])[O-].[K+].[K+]. Product: [CH2:1]([O:3][C:4](=[O:48])[C:5]([CH3:47])([CH3:46])[CH2:6][C:7]1[N:8]([CH2:30][C:31]2[CH:36]=[CH:35][C:34]([C:50]3[CH:55]=[CH:54][C:53]([CH2:56][OH:57])=[CH:52][N:51]=3)=[CH:33][CH:32]=2)[C:9]2[C:14]([C:15]=1[S:16][C:17]([CH3:20])([CH3:18])[CH3:19])=[CH:13][C:12]([O:21][CH2:22][C:23]1[CH:28]=[CH:27][C:26]([CH3:29])=[CH:25][N:24]=1)=[CH:11][CH:10]=2)[CH3:2]. The catalyst class is: 257. (3) Reactant: [CH3:1][Mg+].[Br-].[CH3:4][O:5][C:6]1[CH:24]=[C:23]([O:25][CH3:26])[CH:22]=[CH:21][C:7]=1[CH2:8][N:9]1[C:13](=[O:14])[CH2:12][CH:11]([C:15](N(OC)C)=[O:16])[CH2:10]1. Product: [C:15]([CH:11]1[CH2:10][N:9]([CH2:8][C:7]2[CH:21]=[CH:22][C:23]([O:25][CH3:26])=[CH:24][C:6]=2[O:5][CH3:4])[C:13](=[O:14])[CH2:12]1)(=[O:16])[CH3:1]. The catalyst class is: 20. (4) Reactant: [N:1]([CH2:4][C@@H:5]1[CH2:10][N:9]([C:11]([O:13][C:14]([CH3:17])([CH3:16])[CH3:15])=[O:12])[C:8]2[CH:18]=[CH:19][CH:20]=[C:21]([C:22]3[CH:27]=[C:26]([Cl:28])[CH:25]=[CH:24][C:23]=3[Cl:29])[C:7]=2[O:6]1)=[N+]=[N-].C1(P(C2C=CC=CC=2)C2C=CC=CC=2)C=CC=CC=1.O. Product: [C:14]([O:13][C:11]([N:9]1[C:8]2[CH:18]=[CH:19][CH:20]=[C:21]([C:22]3[CH:27]=[C:26]([Cl:28])[CH:25]=[CH:24][C:23]=3[Cl:29])[C:7]=2[O:6][C@H:5]([CH2:4][NH2:1])[CH2:10]1)=[O:12])([CH3:17])([CH3:16])[CH3:15]. The catalyst class is: 7. (5) Reactant: [ClH:1].Cl.[NH2:3][CH:4]1[CH2:9][CH2:8][N:7]([CH2:10][C@H:11]2[N:21]3[C:22]4[N:13]([C:14](=[O:24])[CH:15]=[CH:16][C:17]=4[CH:18]=[CH:19][C:20]3=[O:23])[CH2:12]2)[CH2:6][CH2:5]1.C(N(CC)CC)C.[S:32]1[C:41]2[CH:40]=[C:39]([CH:42]=O)[N:38]=[CH:37][C:36]=2[O:35][CH2:34][CH2:33]1.[BH-](OC(C)=O)(OC(C)=O)OC(C)=O.[Na+].C([O-])(O)=O.[Na+]. Product: [ClH:1].[S:32]1[C:41]2[CH:40]=[C:39]([CH2:42][NH:3][CH:4]3[CH2:5][CH2:6][N:7]([CH2:10][C@H:11]4[N:21]5[C:22]6[N:13]([C:14](=[O:24])[CH:15]=[CH:16][C:17]=6[CH:18]=[CH:19][C:20]5=[O:23])[CH2:12]4)[CH2:8][CH2:9]3)[N:38]=[CH:37][C:36]=2[O:35][CH2:34][CH2:33]1. The catalyst class is: 147. (6) Reactant: [NH:1]1[CH2:6][CH2:5][CH:4]([O:7][C:8]2[CH:13]=[CH:12][C:11]([N+:14]([O-:16])=[O:15])=[CH:10][CH:9]=2)[CH2:3][CH2:2]1.[C:17]1(=O)[CH2:20][CH2:19][CH2:18]1.C([BH3-])#N.[Na+]. The catalyst class is: 466. Product: [CH:17]1([N:1]2[CH2:6][CH2:5][CH:4]([O:7][C:8]3[CH:9]=[CH:10][C:11]([N+:14]([O-:16])=[O:15])=[CH:12][CH:13]=3)[CH2:3][CH2:2]2)[CH2:20][CH2:19][CH2:18]1.